Dataset: NCI-60 drug combinations with 297,098 pairs across 59 cell lines. Task: Regression. Given two drug SMILES strings and cell line genomic features, predict the synergy score measuring deviation from expected non-interaction effect. (1) Synergy scores: CSS=1.38, Synergy_ZIP=-2.21, Synergy_Bliss=-4.26, Synergy_Loewe=0.350, Synergy_HSA=-2.35. Drug 2: CC1CCC2CC(C(=CC=CC=CC(CC(C(=O)C(C(C(=CC(C(=O)CC(OC(=O)C3CCCCN3C(=O)C(=O)C1(O2)O)C(C)CC4CCC(C(C4)OC)OCCO)C)C)O)OC)C)C)C)OC. Drug 1: CC1CCC2CC(C(=CC=CC=CC(CC(C(=O)C(C(C(=CC(C(=O)CC(OC(=O)C3CCCCN3C(=O)C(=O)C1(O2)O)C(C)CC4CCC(C(C4)OC)O)C)C)O)OC)C)C)C)OC. Cell line: LOX IMVI. (2) Drug 1: C1C(C(OC1N2C=C(C(=O)NC2=O)F)CO)O. Drug 2: CC12CCC3C(C1CCC2OP(=O)(O)O)CCC4=C3C=CC(=C4)OC(=O)N(CCCl)CCCl.[Na+]. Cell line: MDA-MB-231. Synergy scores: CSS=2.80, Synergy_ZIP=-3.56, Synergy_Bliss=-4.87, Synergy_Loewe=-9.10, Synergy_HSA=-5.72. (3) Drug 1: CCC1=C2CN3C(=CC4=C(C3=O)COC(=O)C4(CC)O)C2=NC5=C1C=C(C=C5)O. Drug 2: C1=NC2=C(N1)C(=S)N=CN2. Cell line: RPMI-8226. Synergy scores: CSS=40.8, Synergy_ZIP=-5.89, Synergy_Bliss=-3.91, Synergy_Loewe=-13.4, Synergy_HSA=-1.70. (4) Drug 1: C1=C(C(=O)NC(=O)N1)N(CCCl)CCCl. Drug 2: B(C(CC(C)C)NC(=O)C(CC1=CC=CC=C1)NC(=O)C2=NC=CN=C2)(O)O. Cell line: BT-549. Synergy scores: CSS=12.4, Synergy_ZIP=-10.7, Synergy_Bliss=-4.24, Synergy_Loewe=-4.78, Synergy_HSA=-3.47. (5) Drug 1: C1CN1P(=S)(N2CC2)N3CC3. Cell line: ACHN. Drug 2: CCC1=C2CN3C(=CC4=C(C3=O)COC(=O)C4(CC)O)C2=NC5=C1C=C(C=C5)O. Synergy scores: CSS=65.2, Synergy_ZIP=1.58, Synergy_Bliss=2.32, Synergy_Loewe=-0.677, Synergy_HSA=5.68.